The task is: Predict the reactants needed to synthesize the given product.. This data is from Full USPTO retrosynthesis dataset with 1.9M reactions from patents (1976-2016). (1) Given the product [CH2:1]([NH:8][C:9]1[N:14]=[C:13]([C:15]2[CH:20]=[CH:19][CH:18]=[C:17]([CH3:39])[N:16]=2)[CH:12]=[C:11]([C:21]2[CH:22]=[N:23][CH:24]=[C:25]([C:27]#[C:28][CH2:29][N:30]3[CH2:35][CH2:34][N:33]([CH:36]([CH3:38])[CH3:37])[CH2:32][CH2:31]3)[CH:26]=2)[CH:10]=1)[C:2]1[CH:7]=[CH:6][CH:5]=[CH:4][CH:3]=1, predict the reactants needed to synthesize it. The reactants are: [CH2:1]([NH:8][C:9]1[N:14]=[C:13]([C:15]2[CH:20]=[CH:19][CH:18]=[CH:17][N:16]=2)[CH:12]=[C:11]([C:21]2[CH:22]=[N:23][CH:24]=[C:25]([C:27]#[C:28][CH2:29][N:30]3[CH2:35][CH2:34][N:33]([CH:36]([CH3:38])[CH3:37])[CH2:32][CH2:31]3)[CH:26]=2)[CH:10]=1)[C:2]1[CH:7]=[CH:6][CH:5]=[CH:4][CH:3]=1.[CH2:39](NC1N=C(C2C=CC=C(C)N=2)C=C(C2C=NC=C(Br)C=2)C=1)C1C=CC=CC=1. (2) Given the product [F:1][C:2]1[CH:26]=[CH:25][C:5]([CH2:6][O:7][CH2:8][C:9]([NH:11][CH2:12][CH2:13][CH2:14][C:15]2[CH:20]=[CH:19][C:18]([S:21](=[O:24])(=[O:23])[NH2:22])=[CH:17][CH:16]=2)=[O:10])=[CH:4][CH:3]=1, predict the reactants needed to synthesize it. The reactants are: [F:1][C:2]1[CH:26]=[CH:25][C:5]([CH2:6][O:7][CH2:8][C:9]([NH:11][CH2:12][C:13]#[C:14][C:15]2[CH:20]=[CH:19][C:18]([S:21](=[O:24])(=[O:23])[NH2:22])=[CH:17][CH:16]=2)=[O:10])=[CH:4][CH:3]=1.NC1C=CC(CCCNC(=O)COCC2C=CC(F)=CC=2)=CC=1. (3) Given the product [N:3]1[CH:4]=[CH:5][CH:6]=[CH:7][C:2]=1[N:9]1[CH:10]=[C:11]([CH:15]=[O:16])[CH:12]=[N:8]1, predict the reactants needed to synthesize it. The reactants are: Br[C:2]1[CH:7]=[CH:6][CH:5]=[CH:4][N:3]=1.[NH:8]1[CH:12]=[CH:11][C:10](C=O)=[N:9]1.[C:15](=O)([O-])[O-:16].[K+].[K+]. (4) The reactants are: Br[C:2]1[CH:3]=[C:4]([C:9]([C:14]2[CH:15]=[N:16][CH:17]=[CH:18][CH:19]=2)([OH:13])[CH:10]([CH3:12])[CH3:11])[CH:5]=[C:6]([Cl:8])[CH:7]=1.[CH:20]([C:22]1[CH:27]=[CH:26][C:25]([N:28]2[CH2:33][CH2:32][N:31]([C:34](=[O:36])[CH3:35])[CH2:30][CH2:29]2)=[CH:24][CH:23]=1)=[CH2:21].C(#N)C.C1C=CC(P(C2C=CC=CC=2)C2C=CC=CC=2)=CC=1. Given the product [Cl:8][C:6]1[CH:7]=[C:2]([CH:3]=[C:4]([C:9]([OH:13])([C:14]2[CH:15]=[N:16][CH:17]=[CH:18][CH:19]=2)[CH:10]([CH3:12])[CH3:11])[CH:5]=1)/[CH:21]=[CH:20]/[C:22]1[CH:23]=[CH:24][C:25]([N:28]2[CH2:29][CH2:30][N:31]([C:34](=[O:36])[CH3:35])[CH2:32][CH2:33]2)=[CH:26][CH:27]=1, predict the reactants needed to synthesize it.